From a dataset of Peptide-MHC class I binding affinity with 185,985 pairs from IEDB/IMGT. Regression. Given a peptide amino acid sequence and an MHC pseudo amino acid sequence, predict their binding affinity value. This is MHC class I binding data. (1) The peptide sequence is VALWNDGTV. The MHC is HLA-A24:03 with pseudo-sequence HLA-A24:03. The binding affinity (normalized) is 0.0847. (2) The peptide sequence is PSSVAARGY. The MHC is HLA-A01:01 with pseudo-sequence HLA-A01:01. The binding affinity (normalized) is 0.510. (3) The peptide sequence is VDVCGMFTNR. The MHC is HLA-A33:01 with pseudo-sequence HLA-A33:01. The binding affinity (normalized) is 0. (4) The peptide sequence is FYYNAFHW. The MHC is HLA-C07:02 with pseudo-sequence HLA-C07:02. The binding affinity (normalized) is 0.315. (5) The peptide sequence is ATEGALNTPK. The MHC is HLA-A33:01 with pseudo-sequence HLA-A33:01. The binding affinity (normalized) is 0.0105. (6) The peptide sequence is VRQRVIPVY. The MHC is HLA-A02:03 with pseudo-sequence HLA-A02:03. The binding affinity (normalized) is 0.231. (7) The peptide sequence is VYIPPYCTI. The MHC is H-2-Kb with pseudo-sequence H-2-Kb. The binding affinity (normalized) is 0.421.